This data is from Full USPTO retrosynthesis dataset with 1.9M reactions from patents (1976-2016). The task is: Predict the reactants needed to synthesize the given product. Given the product [C:3]([O:7][C:8]([N:10]1[CH2:15][CH2:14][N:13]([CH3:17])[C:12](=[O:16])[CH2:11]1)=[O:9])([CH3:6])([CH3:4])[CH3:5], predict the reactants needed to synthesize it. The reactants are: [H-].[Na+].[C:3]([O:7][C:8]([N:10]1[CH2:15][CH2:14][NH:13][C:12](=[O:16])[CH2:11]1)=[O:9])([CH3:6])([CH3:5])[CH3:4].[CH3:17]I.